From a dataset of Forward reaction prediction with 1.9M reactions from USPTO patents (1976-2016). Predict the product of the given reaction. Given the reactants [N:1]1([C:7]2[N:14]=[CH:13][CH:12]=[CH:11][C:8]=2[C:9]#[N:10])[CH2:6][CH2:5][NH:4][CH2:3][CH2:2]1.Cl[C:16]1[CH:21]=[C:20]([NH:22][CH:23]2[CH2:25][CH2:24]2)[N:19]2[N:26]=[CH:27][C:28]([CH:29]=[O:30])=[C:18]2[N:17]=1.C(=O)([O-])[O-].[K+].[K+], predict the reaction product. The product is: [CH:23]1([NH:22][C:20]2[N:19]3[N:26]=[CH:27][C:28]([CH:29]=[O:30])=[C:18]3[N:17]=[C:16]([N:4]3[CH2:3][CH2:2][N:1]([C:7]4[N:14]=[CH:13][CH:12]=[CH:11][C:8]=4[C:9]#[N:10])[CH2:6][CH2:5]3)[CH:21]=2)[CH2:24][CH2:25]1.